From a dataset of Full USPTO retrosynthesis dataset with 1.9M reactions from patents (1976-2016). Predict the reactants needed to synthesize the given product. (1) The reactants are: [NH2:1][C:2]1[CH:3]=[C:4]([C:14]2[NH:15][C:16]3[N:17]([N:21]=[CH:22][C:23]=3[C:24]#[N:25])[C:18](=[O:20])[CH:19]=2)[CH:5]=[C:6]([C:8]2[CH:13]=[CH:12][CH:11]=[CH:10][CH:9]=2)[CH:7]=1.CCN(C(C)C)C(C)C.[C:35](Cl)(=[O:37])[CH3:36]. Given the product [C:24]([C:23]1[CH:22]=[N:21][N:17]2[C:18](=[O:20])[CH:19]=[C:14]([C:4]3[CH:3]=[C:2]([NH:1][C:35](=[O:37])[CH3:36])[CH:7]=[C:6]([C:8]4[CH:9]=[CH:10][CH:11]=[CH:12][CH:13]=4)[CH:5]=3)[NH:15][C:16]=12)#[N:25], predict the reactants needed to synthesize it. (2) The reactants are: [CH3:1][N:2]([CH3:16])[S:3]([C:6]1[CH:7]=[C:8]2[C:12](=[CH:13][CH:14]=1)[NH:11][C:10](=[O:15])[CH2:9]2)(=[O:5])=[O:4].[C:17]1([S:23]([C:26]2[C:27]([CH2:34][CH2:35][C:36]([OH:38])=[O:37])=[C:28]([CH:32]=O)[NH:29][C:30]=2[CH3:31])(=[O:25])=[O:24])[CH:22]=[CH:21][CH:20]=[CH:19][CH:18]=1.CC(O/N=C(/C(NCC=O)=O)\C1N=C(N)SC=1)(C(O)=O)C.N1CCCCC1. Given the product [C:17]1([S:23]([C:26]2[C:27]([CH2:34][CH2:35][C:36]([OH:38])=[O:37])=[C:28](/[CH:32]=[C:9]3\[C:10](=[O:15])[NH:11][C:12]4[C:8]\3=[CH:7][C:6]([S:3](=[O:5])(=[O:4])[N:2]([CH3:16])[CH3:1])=[CH:14][CH:13]=4)[NH:29][C:30]=2[CH3:31])(=[O:24])=[O:25])[CH:18]=[CH:19][CH:20]=[CH:21][CH:22]=1, predict the reactants needed to synthesize it. (3) Given the product [Cl:68][C:22]1[CH:23]=[C:24]([CH:30]=[CH:31][C:21]=1[C:19]1[C:18]([O:33][CH2:34][CH2:35][OH:36])=[CH:17][CH:16]=[C:15]([C:7]2[NH:6][C:5](=[O:37])[C:4]3[C:9](=[CH:10][C:11]([O:13][CH3:14])=[CH:12][C:3]=3[O:2][CH3:1])[N:8]=2)[N:20]=1)[C:25]([N:27]([CH3:28])[CH3:29])=[O:26], predict the reactants needed to synthesize it. The reactants are: [CH3:1][O:2][C:3]1[CH:12]=[C:11]([O:13][CH3:14])[CH:10]=[C:9]2[C:4]=1[C:5](=[O:37])[NH:6][C:7]([C:15]1[N:20]=[C:19]([C:21]3[CH:31]=[CH:30][C:24]([C:25]([N:27]([CH3:29])[CH3:28])=[O:26])=[CH:23][C:22]=3C)[C:18]([O:33][CH2:34][CH2:35][OH:36])=[CH:17][CH:16]=1)=[N:8]2.[Si](OCCOC1C(C2C=CC(C(N(C)C)=O)=CC=2[Cl:68])=NC(C=O)=CC=1)(C(C)(C)C)(C)C.NC1C=C(OC)C=C(OC)C=1C(N)=O. (4) The reactants are: [H-].[Na+].[Br:3][C:4]1[CH:9]=[C:8]([Cl:10])[C:7]([CH3:11])=[CH:6][C:5]=1[NH:12][C:13]([CH:15]1[CH2:20][CH2:19][N:18]([C:21]([O:23][C:24]([CH3:27])([CH3:26])[CH3:25])=[O:22])[CH2:17][CH2:16]1)=[O:14].[CH2:28](Br)[C:29]1[CH:34]=[CH:33][CH:32]=[CH:31][CH:30]=1.Cl. Given the product [CH2:28]([N:12]([C:5]1[CH:6]=[C:7]([CH3:11])[C:8]([Cl:10])=[CH:9][C:4]=1[Br:3])[C:13]([CH:15]1[CH2:20][CH2:19][N:18]([C:21]([O:23][C:24]([CH3:27])([CH3:26])[CH3:25])=[O:22])[CH2:17][CH2:16]1)=[O:14])[C:29]1[CH:34]=[CH:33][CH:32]=[CH:31][CH:30]=1, predict the reactants needed to synthesize it. (5) Given the product [F:1][C:2]1[CH:7]=[CH:6][C:5]([OH:8])=[N:4][C:3]=1[NH:10][CH2:11][C:12]1([CH3:18])[CH2:17][CH2:16][O:15][CH2:14][CH2:13]1, predict the reactants needed to synthesize it. The reactants are: [F:1][C:2]1[C:3]([NH:10][CH2:11][C:12]2([CH3:18])[CH2:17][CH2:16][O:15][CH2:14][CH2:13]2)=[N:4][C:5]([O:8]C)=[CH:6][CH:7]=1.[I-].[Na+].[Si](Cl)(C)(C)C.OS([O-])(=O)=O.[Na+].